From a dataset of Blood-brain barrier permeability classification from the B3DB database. Regression/Classification. Given a drug SMILES string, predict its absorption, distribution, metabolism, or excretion properties. Task type varies by dataset: regression for continuous measurements (e.g., permeability, clearance, half-life) or binary classification for categorical outcomes (e.g., BBB penetration, CYP inhibition). Dataset: b3db_classification. (1) The compound is C[n+]1ccccc1/C=N/O. The result is 1 (penetrates BBB). (2) The molecule is O=c1[nH]c2ccccc2c(=O)n1CCN1CC2CC(c3ccc(F)cc3)C2C1. The result is 1 (penetrates BBB). (3) The drug is C[C@@H](CN(C)C)CN1c2ccccc2Sc2ccc(C(F)(F)F)cc21. The result is 1 (penetrates BBB). (4) The drug is Cc1nnc(C(C)C)n1C1CC2CCC(C1)N2CCC(NC(=O)C1CCC(F)(F)CC1)c1ccccc1. The result is 0 (does not penetrate BBB). (5) The compound is CC(COc1ccccc1)NN. The result is 1 (penetrates BBB). (6) The molecule is COc1cccc([C@@]2(O)CCCC[C@@H]2CN(C)C)c1. The result is 1 (penetrates BBB). (7) The molecule is CNC1C(O)C(NC)C2OC3(O)C(=O)CC(C)OC3OC2C1O. The result is 0 (does not penetrate BBB). (8) The compound is CNC1CCc2ncsc2C1. The result is 1 (penetrates BBB).